Predict which catalyst facilitates the given reaction. From a dataset of Catalyst prediction with 721,799 reactions and 888 catalyst types from USPTO. (1) Reactant: Cl.[NH2:2][CH:3]1[CH2:23][CH2:22][C:6]2([O:11][C:10]3[C:12]4[C:17]([C:18](=[O:21])[C:19](=[O:20])[C:9]=3[S:8][CH2:7]2)=[CH:16][CH:15]=[CH:14][CH:13]=4)[CH2:5][CH2:4]1.Cl[C:25]([O:27][C:28]1[CH:33]=[CH:32][CH:31]=[C:30]([C:34]([F:37])([F:36])[F:35])[CH:29]=1)=[O:26].Cl. Product: [O:20]=[C:19]1[C:9]2[S:8][CH2:7][C:6]3([CH2:22][CH2:23][CH:3]([NH:2][C:25](=[O:26])[O:27][C:28]4[CH:33]=[CH:32][CH:31]=[C:30]([C:34]([F:35])([F:37])[F:36])[CH:29]=4)[CH2:4][CH2:5]3)[O:11][C:10]=2[C:12]2[C:17](=[CH:16][CH:15]=[CH:14][CH:13]=2)[C:18]1=[O:21]. The catalyst class is: 66. (2) Reactant: [Cl:1][C:2]1[CH:7]=[CH:6][N:5]=[C:4]2[NH:8][CH:9]=[CH:10][C:3]=12.C(N(CC)CC)C.[C:18]1([S:24](Cl)(=[O:26])=[O:25])[CH:23]=[CH:22][CH:21]=[CH:20][CH:19]=1. Product: [Cl:1][C:2]1[CH:7]=[CH:6][N:5]=[C:4]2[N:8]([S:24]([C:18]3[CH:23]=[CH:22][CH:21]=[CH:20][CH:19]=3)(=[O:26])=[O:25])[CH:9]=[CH:10][C:3]=12. The catalyst class is: 64. (3) Reactant: Cl[C:2]1[C:11]2[C:6](=[CH:7][C:8]([NH:12][S:13]([C:16]3[CH:21]=[CH:20][C:19]([Cl:22])=[CH:18][CH:17]=3)(=[O:15])=[O:14])=[CH:9][CH:10]=2)[CH:5]=[CH:4][N:3]=1.[CH2:23]([OH:25])[CH3:24].[H-].[Na+].O. Product: [Cl:22][C:19]1[CH:20]=[CH:21][C:16]([S:13]([NH:12][C:8]2[CH:7]=[C:6]3[C:11](=[CH:10][CH:9]=2)[C:2]([O:25][CH2:23][CH3:24])=[N:3][CH:4]=[CH:5]3)(=[O:15])=[O:14])=[CH:17][CH:18]=1. The catalyst class is: 16. (4) Reactant: [Cl:1][C:2]1[CH:7]=[C:6]([Cl:8])[CH:5]=[CH:4][C:3]=1[C:9]1[CH:14]=[C:13](F)[CH:12]=[CH:11][C:10]=1[N+:16]([O-:18])=[O:17].[NH2:19][C:20]1[C:25]([N+:26]([O-:28])=[O:27])=[CH:24][CH:23]=[C:22]([NH:29][CH2:30][CH2:31][NH2:32])[N:21]=1.C(N(CC)C(C)C)(C)C. Product: [Cl:1][C:2]1[CH:7]=[C:6]([Cl:8])[CH:5]=[CH:4][C:3]=1[C:9]1[C:10]([N+:16]([O-:18])=[O:17])=[CH:11][CH:12]=[C:13]([NH:32][CH2:31][CH2:30][NH:29][C:22]2[N:21]=[C:20]([NH2:19])[C:25]([N+:26]([O-:28])=[O:27])=[CH:24][CH:23]=2)[CH:14]=1. The catalyst class is: 9. (5) Reactant: [F:1][C:2]1[CH:7]=[CH:6][C:5]([C:8]([CH3:16])([CH3:15])[C:9](N(OC)C)=[O:10])=[CH:4][C:3]=1[O:17][CH3:18].[Li][CH3:20]. Product: [F:1][C:2]1[CH:7]=[CH:6][C:5]([C:8]([CH3:15])([CH3:16])[C:9](=[O:10])[CH3:20])=[CH:4][C:3]=1[O:17][CH3:18]. The catalyst class is: 1. (6) Product: [CH2:1]([O:8][C:9]1[CH:10]=[C:11]([CH:30]=[CH:31][CH:32]=1)[O:12][C:13]1[CH:20]=[CH:19][C:16]2[CH2:24][O:25][B:21]([OH:22])[C:15]=2[CH:14]=1)[C:2]1[CH:3]=[CH:4][CH:5]=[CH:6][CH:7]=1. The catalyst class is: 92. Reactant: [CH2:1]([O:8][C:9]1[CH:10]=[C:11]([CH:30]=[CH:31][CH:32]=1)[O:12][C:13]1[CH:20]=[CH:19][C:16](C=O)=[C:15]([B:21]2[O:25][C:24](C)(C)C(C)(C)[O:22]2)[CH:14]=1)[C:2]1[CH:7]=[CH:6][CH:5]=[CH:4][CH:3]=1.[BH4-].[Na+]. (7) Reactant: S(=O)(=O)(O)[OH:2].[OH2:6].[Cl:7][C:8]1[CH:9]=[C:10]([C:14]2[C:23]3[C:18](=[CH:19][CH:20]=[C:21]([CH:24]([C:27]4[CH:32]=[CH:31][C:30]([Cl:33])=[CH:29][CH:28]=4)[C:25]#N)[CH:22]=3)[N:17]3[N:34]=[N:35][N:36]=[C:16]3[CH:15]=2)[CH:11]=[CH:12][CH:13]=1. Product: [Cl:7][C:8]1[CH:9]=[C:10]([C:14]2[C:23]3[C:18](=[CH:19][CH:20]=[C:21]([CH:24]([C:27]4[CH:32]=[CH:31][C:30]([Cl:33])=[CH:29][CH:28]=4)[C:25]([OH:2])=[O:6])[CH:22]=3)[N:17]3[N:34]=[N:35][N:36]=[C:16]3[CH:15]=2)[CH:11]=[CH:12][CH:13]=1. The catalyst class is: 15.